Dataset: Peptide-MHC class II binding affinity with 134,281 pairs from IEDB. Task: Regression. Given a peptide amino acid sequence and an MHC pseudo amino acid sequence, predict their binding affinity value. This is MHC class II binding data. The peptide sequence is SRFFVMGEETPLLTK. The MHC is DRB1_1302 with pseudo-sequence DRB1_1302. The binding affinity (normalized) is 0.197.